From a dataset of Forward reaction prediction with 1.9M reactions from USPTO patents (1976-2016). Predict the product of the given reaction. (1) Given the reactants [ClH:1].Cl.[CH3:3][N:4]([CH2:6][CH:7]1[CH2:15][C:14]2[C:9](=[CH:10][CH:11]=[C:12]([O:16][CH3:17])[CH:13]=2)[C:8]1([C:19]1[CH:20]=[N:21][CH:22]=[CH:23][CH:24]=1)O)[CH3:5], predict the reaction product. The product is: [ClH:1].[CH3:17][O:16][C:12]1[CH:13]=[C:14]2[C:9]([C:8]([C:19]3[CH:20]=[N:21][CH:22]=[CH:23][CH:24]=3)=[C:7]([CH2:6][N:4]([CH3:5])[CH3:3])[CH2:15]2)=[CH:10][CH:11]=1. (2) The product is: [CH2:1]([C:4]1[CH:9]=[CH:8][C:7]([CH:10]2[CH2:11][NH:12][CH2:13]2)=[CH:6][CH:5]=1)[CH2:2][CH3:3]. Given the reactants [CH2:1]([C:4]1[CH:9]=[CH:8][C:7]([CH:10]2[CH2:13][N:12](C(OC(C)(C)C)=O)[CH2:11]2)=[CH:6][CH:5]=1)[CH2:2][CH3:3].C(O)(C(F)(F)F)=O, predict the reaction product.